From a dataset of Full USPTO retrosynthesis dataset with 1.9M reactions from patents (1976-2016). Predict the reactants needed to synthesize the given product. Given the product [C:30]([O:29][C:27]([N:17]1[CH2:18][CH:19]([C:20]2[CH:21]=[CH:22][C:23]([F:26])=[CH:24][CH:25]=2)[CH:15]([NH:14][C:2]2[C:11]3[C:6](=[C:7]([C:12]#[N:13])[CH:8]=[CH:9][CH:10]=3)[N:5]=[CH:4][CH:3]=2)[CH2:16]1)=[O:28])([CH3:33])([CH3:31])[CH3:32], predict the reactants needed to synthesize it. The reactants are: Cl[C:2]1[C:11]2[C:6](=[C:7]([C:12]#[N:13])[CH:8]=[CH:9][CH:10]=2)[N:5]=[CH:4][CH:3]=1.[NH2:14][CH:15]1[CH:19]([C:20]2[CH:25]=[CH:24][C:23]([F:26])=[CH:22][CH:21]=2)[CH2:18][N:17]([C:27]([O:29][C:30]([CH3:33])([CH3:32])[CH3:31])=[O:28])[CH2:16]1.C([O-])([O-])=O.[K+].[K+].